This data is from Catalyst prediction with 721,799 reactions and 888 catalyst types from USPTO. The task is: Predict which catalyst facilitates the given reaction. (1) Reactant: [F:1][C:2]1[CH:3]=[C:4]2[C:9](=[C:10]([O:24][CH3:25])[C:11]=1[CH:12]([CH:18]1[CH2:23][CH2:22][NH:21][CH2:20][CH2:19]1)[C:13]([O:15]CC)=[O:14])[N:8]([CH2:26][C:27]([F:30])([F:29])[F:28])[CH:7]=[C:6]([C:31]([NH:33][CH2:34][C:35]1[CH:40]=[CH:39][C:38]([O:41][C:42]([F:45])([F:44])[F:43])=[CH:37][C:36]=1[CH3:46])=[O:32])[C:5]2=[O:47].[Li+].[OH-].Cl. Product: [F:1][C:2]1[CH:3]=[C:4]2[C:9](=[C:10]([O:24][CH3:25])[C:11]=1[CH:12]([CH:18]1[CH2:19][CH2:20][NH:21][CH2:22][CH2:23]1)[C:13]([OH:15])=[O:14])[N:8]([CH2:26][C:27]([F:30])([F:28])[F:29])[CH:7]=[C:6]([C:31]([NH:33][CH2:34][C:35]1[CH:40]=[CH:39][C:38]([O:41][C:42]([F:43])([F:44])[F:45])=[CH:37][C:36]=1[CH3:46])=[O:32])[C:5]2=[O:47]. The catalyst class is: 708. (2) Reactant: [F:1][C:2]1[C:3]([NH:18][C@@H:19]([C:25]([CH3:28])([CH3:27])[CH3:26])[CH2:20][C:21]([O:23]C)=[O:22])=[N:4][C:5]([C:8]2[C:16]3[C:11](=[N:12][CH:13]=[C:14]([F:17])[CH:15]=3)[NH:10][CH:9]=2)=[N:6][CH:7]=1.[Li+].[OH-].O. Product: [F:1][C:2]1[C:3]([NH:18][C@@H:19]([C:25]([CH3:28])([CH3:27])[CH3:26])[CH2:20][C:21]([OH:23])=[O:22])=[N:4][C:5]([C:8]2[C:16]3[C:11](=[N:12][CH:13]=[C:14]([F:17])[CH:15]=3)[NH:10][CH:9]=2)=[N:6][CH:7]=1. The catalyst class is: 7.